From a dataset of Forward reaction prediction with 1.9M reactions from USPTO patents (1976-2016). Predict the product of the given reaction. Given the reactants [F:1][C:2]([F:9])([F:8])[C:3]1[CH:7]=[CH:6][NH:5][N:4]=1.[Cl:10][O-].[Na+].O.C(=O)([O-])[O-].[Na+].[Na+], predict the reaction product. The product is: [Cl:10][C:7]1[C:3]([C:2]([F:9])([F:8])[F:1])=[N:4][NH:5][CH:6]=1.